Dataset: Full USPTO retrosynthesis dataset with 1.9M reactions from patents (1976-2016). Task: Predict the reactants needed to synthesize the given product. (1) The reactants are: [Cl:1][C:2]1[CH:7]=[CH:6][C:5]([C:8]2[O:16][C:15]3[CH:14]=[CH:13][NH:12][C:11](=[O:17])[C:10]=3[CH:9]=2)=[CH:4][CH:3]=1.Br[C:19]1[CH:20]=[CH:21][C:22]2[N:26]=[C:25]([CH:27]3[CH2:29][CH:28]3[C:30]([OH:33])([CH3:32])[CH3:31])[N:24]([CH3:34])[C:23]=2[CH:35]=1.CNCCNC.C(=O)([O-])[O-].[K+].[K+]. Given the product [Cl:1][C:2]1[CH:3]=[CH:4][C:5]([C:8]2[O:16][C:15]3[CH:14]=[CH:13][N:12]([C:19]4[CH:20]=[CH:21][C:22]5[N:26]=[C:25]([CH:27]6[CH2:29][CH:28]6[C:30]([OH:33])([CH3:31])[CH3:32])[N:24]([CH3:34])[C:23]=5[CH:35]=4)[C:11](=[O:17])[C:10]=3[CH:9]=2)=[CH:6][CH:7]=1, predict the reactants needed to synthesize it. (2) The reactants are: [NH2:1][C@H:2]1[CH2:7][CH2:6][CH2:5][CH2:4][C@H:3]1[NH:8][C:9]1[N:14]=[C:13]([NH:15][C:16]2[CH:21]=[CH:20][C:19](C3ON=CC=3)=[CH:18][CH:17]=2)[C:12]([C:27]([NH2:29])=[O:28])=[CH:11][N:10]=1.[O:30]1[CH2:35][CH2:34][N:33](C2C=C(C=CC=2)N)[CH2:32][CH2:31]1. Given the product [NH2:1][C@H:2]1[CH2:7][CH2:6][CH2:5][CH2:4][C@H:3]1[NH:8][C:9]1[N:14]=[C:13]([NH:15][C:16]2[CH:17]=[CH:18][CH:19]=[C:20]([N:33]3[CH2:34][CH2:35][O:30][CH2:31][CH2:32]3)[CH:21]=2)[C:12]([C:27]([NH2:29])=[O:28])=[CH:11][N:10]=1, predict the reactants needed to synthesize it. (3) The reactants are: CN(C)[CH:3]=[O:4].P(Cl)(Cl)(Cl)=O.[Cl:11][C:12]1[N:17]2[N:18]=[C:19]([C:21]3[CH:26]=[CH:25][C:24]([F:27])=[CH:23][CH:22]=3)[CH:20]=[C:16]2[CH:15]=[CH:14][CH:13]=1.O. Given the product [Cl:11][C:12]1[N:17]2[N:18]=[C:19]([C:21]3[CH:26]=[CH:25][C:24]([F:27])=[CH:23][CH:22]=3)[C:20]([CH:3]=[O:4])=[C:16]2[CH:15]=[CH:14][CH:13]=1, predict the reactants needed to synthesize it.